This data is from TCR-epitope binding with 47,182 pairs between 192 epitopes and 23,139 TCRs. The task is: Binary Classification. Given a T-cell receptor sequence (or CDR3 region) and an epitope sequence, predict whether binding occurs between them. (1) The epitope is FLNGSCGSV. The TCR CDR3 sequence is CATSDVATGSGLYNEQFF. Result: 1 (the TCR binds to the epitope). (2) The epitope is KLNVGDYFV. The TCR CDR3 sequence is CSARVGAEQYF. Result: 1 (the TCR binds to the epitope). (3) The epitope is CTELKLSDY. The TCR CDR3 sequence is CSVSGLAGGYEQYF. Result: 0 (the TCR does not bind to the epitope). (4) The epitope is SLVKPSFYV. Result: 1 (the TCR binds to the epitope). The TCR CDR3 sequence is CSAKGEDSYNEQFF. (5) Result: 1 (the TCR binds to the epitope). The TCR CDR3 sequence is CASSLTGGFSGEQYF. The epitope is YLDAYNMMI. (6) The epitope is SLVKPSFYV. Result: 0 (the TCR does not bind to the epitope). The TCR CDR3 sequence is CASSPSSGPNEKLFF.